From a dataset of CYP3A4 inhibition data for predicting drug metabolism from PubChem BioAssay. Regression/Classification. Given a drug SMILES string, predict its absorption, distribution, metabolism, or excretion properties. Task type varies by dataset: regression for continuous measurements (e.g., permeability, clearance, half-life) or binary classification for categorical outcomes (e.g., BBB penetration, CYP inhibition). Dataset: cyp3a4_veith. (1) The molecule is CCN1C[C@@]2(COC)CC[C@H](O)[C@@]34[C@H]5C[C@@H]6[C@H](OC(C)=O)[C@H]5[C@@](O)(C[C@H]6OC)[C@@H](C[C@@H]32)[C@@H]14. The result is 0 (non-inhibitor). (2) The drug is O=C(CSc1ccc(Cl)cc1)Nc1ccc(N2CCN(C(=O)c3ccc(Cl)cc3)CC2)cc1. The result is 1 (inhibitor). (3) The result is 1 (inhibitor). The drug is N#CCSc1nc2cc(C(=O)N3CCCC3)ccc2c(=O)n1Cc1ccccc1. (4) The compound is O=C(NCc1ccccn1)[C@@H]1C[C@H]1[C@@H](NP(=O)(c1ccccc1)c1ccccc1)c1ccccc1. The result is 1 (inhibitor). (5) The compound is CN(C)Cc1ccccc1-c1nccc(N(C)C)n1. The result is 1 (inhibitor). (6) The compound is CN(Cc1ccccc1)c1nc(-c2ccc([N+](=O)[O-])cc2)nc2ccccc12. The result is 1 (inhibitor). (7) The drug is COc1ccc(Nc2ncnc3sc(-c4ccccc4)cc23)cc1. The result is 1 (inhibitor).